From a dataset of Full USPTO retrosynthesis dataset with 1.9M reactions from patents (1976-2016). Predict the reactants needed to synthesize the given product. Given the product [NH2:1][C:2]1[N:10]=[CH:9][N:8]=[C:7]2[C:3]=1[N:4]=[CH:5][N:6]2[C@H:11]1[C@@H:15]2[O:16][C:17]([CH3:19])([CH3:20])[O:18][C@@H:14]2[C@@H:13]([CH2:21][N:27]2[C:23](=[O:33])[C:24]3[C:25](=[CH:29][CH:30]=[CH:31][CH:32]=3)[C:26]2=[O:28])[O:12]1, predict the reactants needed to synthesize it. The reactants are: [NH2:1][C:2]1[N:10]=[CH:9][N:8]=[C:7]2[C:3]=1[N:4]=[CH:5][N:6]2[C@H:11]1[C@@H:15]2[O:16][C:17]([CH3:20])([CH3:19])[O:18][C@@H:14]2[C@@H:13]([CH2:21]O)[O:12]1.[C:23]1(=[O:33])[NH:27][C:26](=[O:28])[C:25]2=[CH:29][CH:30]=[CH:31][CH:32]=[C:24]12.C1(P(C2C=CC=CC=2)C2C=CC=CC=2)C=CC=CC=1.CCOC(/N=N/C(OCC)=O)=O.